Dataset: Forward reaction prediction with 1.9M reactions from USPTO patents (1976-2016). Task: Predict the product of the given reaction. (1) Given the reactants Cl[C:2]1[N:7]=[CH:6][C:5]([Br:8])=[CH:4][N:3]=1.[OH:9][CH:10]1[CH2:15][CH2:14][N:13]([CH:16]2[CH2:20][CH2:19][CH2:18][CH2:17]2)[CH2:12][CH2:11]1, predict the reaction product. The product is: [CH:16]1([N:13]2[CH2:12][CH2:11][CH:10]([O:9][C:2]3[N:7]=[CH:6][C:5]([Br:8])=[CH:4][N:3]=3)[CH2:15][CH2:14]2)[CH2:20][CH2:19][CH2:18][CH2:17]1. (2) Given the reactants Cl.[Cl:2][C:3]1[C:4]([N:9]2[C:13](O)([C:14]([O:16][CH3:17])=[O:15])[CH2:12][C:11]([CH2:19][OH:20])=[N:10]2)=[N:5][CH:6]=[CH:7][CH:8]=1, predict the reaction product. The product is: [Cl:2][C:3]1[C:4]([N:9]2[C:13]([C:14]([O:16][CH3:17])=[O:15])=[CH:12][C:11]([CH2:19][OH:20])=[N:10]2)=[N:5][CH:6]=[CH:7][CH:8]=1. (3) Given the reactants [Br:1][C:2]1[CH:8]=[CH:7][C:5]([NH2:6])=[CH:4][C:3]=1[F:9].N1C=CC=CC=1.[CH3:16][S:17](Cl)(=[O:19])=[O:18].O, predict the reaction product. The product is: [Br:1][C:2]1[CH:8]=[CH:7][C:5]([NH:6][S:17]([CH3:16])(=[O:19])=[O:18])=[CH:4][C:3]=1[F:9]. (4) Given the reactants [CH2:1]([O:8][CH2:9][C:10]1[N:11]([CH2:27][CH2:28][CH2:29][NH:30]C(=O)OC(C)(C)C)[C:12](=[N:15][C:16]2[CH:21]=[CH:20][C:19]([O:22][C:23]([F:26])([F:25])[F:24])=[CH:18][CH:17]=2)[S:13][CH:14]=1)[C:2]1[CH:7]=[CH:6][CH:5]=[CH:4][CH:3]=1.Cl, predict the reaction product. The product is: [NH2:30][CH2:29][CH2:28][CH2:27][N:11]1[C:10]([CH2:9][O:8][CH2:1][C:2]2[CH:3]=[CH:4][CH:5]=[CH:6][CH:7]=2)=[CH:14][S:13][C:12]1=[N:15][C:16]1[CH:17]=[CH:18][C:19]([O:22][C:23]([F:25])([F:26])[F:24])=[CH:20][CH:21]=1. (5) Given the reactants [CH2:1]=[O:2].[OH-].[Na+].[C:5]([O:8][C@@H:9]([C@H:15]([C@@H:20]([C@@H:25]([CH2:30][O:31][C:32](=[O:34])[NH2:33])[O:26][C:27](=[O:29])[NH2:28])[O:21][C:22](=[O:24])[NH2:23])[O:16][C:17](=[O:19])[NH2:18])[CH2:10][O:11][C:12](=[O:14])[NH2:13])(=[O:7])[NH2:6], predict the reaction product. The product is: [C:27]([O:26][C@@H:25]([C@H:20]([C@@H:15]([C@@H:9]([CH2:10][O:11][C:12](=[O:14])[NH2:13])[O:8][C:5](=[O:7])[NH2:6])[O:16][C:17](=[O:19])[NH2:18])[O:21][C:22](=[O:24])[NH2:23])[CH2:30][O:31][C:32](=[O:34])[NH2:33])(=[O:29])[NH2:28].[CH2:1]=[O:2]. (6) Given the reactants [2H][O:2][CH2:3][CH2:4][O:5][2H].C[CH2:8][O:9][CH2:10][CH3:11].[CH3:12][O:13][C:14]1(OC)[CH:33]=[CH:32][C:17]([C:18](Cl)([C:25]2[CH:30]=CC=[CH:27][CH:26]=2)[C:19]2[CH:24]=[CH:23][CH:22]=[CH:21][CH:20]=2)=[CH:16][CH2:15]1, predict the reaction product. The product is: [CH3:8][O:9][C:10]1[CH:11]=[CH:30][C:25]([C:18]([C:17]2[CH:32]=[CH:33][C:14]([O:13][CH3:12])=[CH:15][CH:16]=2)([C:19]2[CH:24]=[CH:23][CH:22]=[CH:21][CH:20]=2)[O:2][CH2:3][CH2:4][OH:5])=[CH:26][CH:27]=1. (7) Given the reactants [O:1]=[C:2]1[N:8]([CH2:9][CH2:10][CH2:11][C:12]([OH:14])=O)[C:7]2[CH:15]=[CH:16][CH:17]=[CH:18][C:6]=2[C:5](=[O:19])[CH2:4][CH2:3]1.[CH2:20]([N:22]1[CH2:27][CH2:26][NH:25][CH2:24][CH2:23]1)[CH3:21].CCN=C=NCCCN(C)C.Cl.CCN(CC)CC, predict the reaction product. The product is: [CH2:20]([N:22]1[CH2:27][CH2:26][N:25]([C:12](=[O:14])[CH2:11][CH2:10][CH2:9][N:8]2[C:2](=[O:1])[CH2:3][CH2:4][C:5](=[O:19])[C:6]3[CH:18]=[CH:17][CH:16]=[CH:15][C:7]2=3)[CH2:24][CH2:23]1)[CH3:21].